This data is from Reaction yield outcomes from USPTO patents with 853,638 reactions. The task is: Predict the reaction yield, written as a fraction of the theoretical maximum amount of product (1.0 means a 100% yield; for example, 0.34 means a 34% yield). (1) The product is [ClH:1].[Cl:1][C:2]1[CH:3]([CH2:17][NH2:18])[O:4][B:5]2[C:14]3[C:13]=1[CH:12]=[CH:11][O:10][CH2:9][C:8]=3[C:7]([CH3:15])([CH3:16])[O:6]2. The catalyst is O1CCOCC1. The reactants are [Cl:1][C:2]1[CH:3]([CH2:17][NH:18]C(=O)OC(C)(C)C)[O:4][B:5]2[C:14]3[C:13]=1[CH:12]=[CH:11][O:10][CH2:9][C:8]=3[C:7]([CH3:16])([CH3:15])[O:6]2.Cl. The yield is 0.379. (2) The reactants are [CH3:1][O:2][C:3]1[CH:15]=[CH:14][CH:13]=[C:12]([O:16][CH3:17])[C:4]=1[O:5][CH2:6][C:7]([O:9][CH2:10][CH3:11])=[O:8].[N+:18]([O-])([OH:20])=[O:19]. The catalyst is C(Cl)Cl. The product is [CH3:17][O:16][C:12]1[CH:13]=[C:14]([N+:18]([O-:20])=[O:19])[CH:15]=[C:3]([O:2][CH3:1])[C:4]=1[O:5][CH2:6][C:7]([O:9][CH2:10][CH3:11])=[O:8]. The yield is 0.980. (3) The reactants are [Br:1][C:2]1[N:10]=[CH:9][CH:8]=[CH:7][C:3]=1[C:4]([OH:6])=O.CCN=C=NCCCN(C)C.[C:22]([C:26]1[CH:27]=[C:28]([CH:30]=[CH:31][CH:32]=1)[NH2:29])([CH3:25])([CH3:24])[CH3:23].C(=O)(O)[O-].[Na+]. The catalyst is ClCCl.O. The product is [Br:1][C:2]1[N:10]=[CH:9][CH:8]=[CH:7][C:3]=1[C:4]([NH:29][C:28]1[CH:30]=[CH:31][CH:32]=[C:26]([C:22]([CH3:25])([CH3:24])[CH3:23])[CH:27]=1)=[O:6]. The yield is 0.590. (4) The reactants are Cl[C:2]1[CH:7]=[C:6]([Cl:8])[N:5]=[C:4]([NH2:9])[N:3]=1.[NH:10]1[CH2:15][CH2:14][CH2:13][CH2:12][CH2:11]1. The catalyst is CO. The product is [Cl:8][C:6]1[CH:7]=[C:2]([N:10]2[CH2:15][CH2:14][CH2:13][CH2:12][CH2:11]2)[N:3]=[C:4]([NH2:9])[N:5]=1. The yield is 0.830. (5) The reactants are [H-].[H-].[H-].[H-].[Li+].[Al+3].[CH:7]1[C:12]2[S:13][C:14]3[C:18]4[CH:19]=[CH:20][C:21]([C:23]([O-:25])=[O:24])=[CH:22][C:17]=4[S:16][C:15]=3[C:11]=2[CH:10]=[CH:9][C:8]=1[C:26]([O-:28])=[O:27]. The catalyst is C1COCC1. The product is [OH:28][CH:26]([OH:27])[C:8]1[CH:9]=[CH:10][C:11]2[C:15]3[S:16][C:17]4[CH:22]=[C:21]([CH:23]([OH:24])[OH:25])[CH:20]=[CH:19][C:18]=4[C:14]=3[S:13][C:12]=2[CH:7]=1. The yield is 0.750.